The task is: Predict the reaction yield, written as a fraction of the theoretical maximum amount of product (1.0 means a 100% yield; for example, 0.34 means a 34% yield).. This data is from Reaction yield outcomes from USPTO patents with 853,638 reactions. The reactants are Cl[C:2]1[N:7]=[N:6][C:5]([O:8][C@@H:9]2[CH:14]3[CH2:15][CH2:16][N:11]([CH2:12][CH2:13]3)[CH2:10]2)=[CH:4][CH:3]=1.CC1(C)C(C)(C)OB([C:25]2[CH:30]=[CH:29][C:28]([NH:31][C:32](=[O:34])[CH3:33])=[CH:27][CH:26]=2)O1.C(O)C.C(=O)([O-])[O-].[Na+].[Na+]. The catalyst is Cl[Pd](Cl)([P](C1C=CC=CC=1)(C1C=CC=CC=1)C1C=CC=CC=1)[P](C1C=CC=CC=1)(C1C=CC=CC=1)C1C=CC=CC=1.C1(P(C2CCCCC2)C2C=CC=CC=2C2C=CC=CC=2)CCCCC1.O1CCOCC1. The yield is 0.790. The product is [N:11]12[CH2:16][CH2:15][CH:14]([CH2:13][CH2:12]1)[C@@H:9]([O:8][C:5]1[N:6]=[N:7][C:2]([C:25]3[CH:30]=[CH:29][C:28]([NH:31][C:32](=[O:34])[CH3:33])=[CH:27][CH:26]=3)=[CH:3][CH:4]=1)[CH2:10]2.